Task: Predict the product of the given reaction.. Dataset: Forward reaction prediction with 1.9M reactions from USPTO patents (1976-2016) (1) Given the reactants [C:1]([O:4]CC)(=[O:3])C.[C:7]([O-])(O)=O.[Na+:11].[CH3:12][O:13][C:14]([O:17][CH3:18])([CH3:16])[CH3:15], predict the reaction product. The product is: [CH3:15][C:14]1([CH3:16])[O:17][C:18]([CH3:7])([C:1]([O-:4])=[O:3])[CH2:12][O:13]1.[Na+:11]. (2) The product is: [Cl:1][C:2]1[CH:7]=[CH:6][C:5]([C:8]2[N:31]=[C:28]3[CH:27]=[N:26][N:25]([C:19]4[CH:24]=[CH:23][CH:22]=[CH:21][CH:20]=4)[C:29]3=[N:30][C:9]=2[C:11]2[CH:16]=[CH:15][C:14]([Cl:17])=[CH:13][CH:12]=2)=[CH:4][CH:3]=1. Given the reactants [Cl:1][C:2]1[CH:7]=[CH:6][C:5]([C:8](=O)[C:9]([C:11]2[CH:16]=[CH:15][C:14]([Cl:17])=[CH:13][CH:12]=2)=O)=[CH:4][CH:3]=1.[C:19]1([N:25]2[C:29]([NH2:30])=[C:28]([NH2:31])[CH:27]=[N:26]2)[CH:24]=[CH:23][CH:22]=[CH:21][CH:20]=1.CC1C=CC(S(O)(=O)=O)=CC=1.C([O-])(O)=O.[Na+], predict the reaction product. (3) Given the reactants Cl[CH2:2][CH2:3][N:4]([CH2:16][CH2:17]Cl)[CH2:5][C@@H:6]1[O:11][C:10]2[CH:12]=[CH:13][CH:14]=[CH:15][C:9]=2[O:8][CH2:7]1.C([N:21]([CH2:24][CH3:25])CC)C, predict the reaction product. The product is: [O:11]1[C@@H:6]([CH2:5][N:4]2[CH2:16][CH2:17][N:21]([C:24]3[CH:25]=[CH:15][CH:14]=[CH:13][C:12]=3[CH2:10][CH2:9][OH:8])[CH2:2][CH2:3]2)[CH2:7][O:8][C:9]2[CH:15]=[CH:14][CH:13]=[CH:12][C:10]1=2. (4) Given the reactants [CH2:1]([N:3]1[CH2:8][CH2:7][N:6]([C:9]2[C:14]3[CH:15]=[CH:16][S:17][C:13]=3[CH:12]=[C:11]([C:18]3[CH:23]=[CH:22][C:21]([O:24]C)=[CH:20][CH:19]=3)[N:10]=2)[CH2:5][CH2:4]1)[CH3:2], predict the reaction product. The product is: [CH2:1]([N:3]1[CH2:8][CH2:7][N:6]([C:9]2[C:14]3[CH:15]=[CH:16][S:17][C:13]=3[CH:12]=[C:11]([C:18]3[CH:23]=[CH:22][C:21]([OH:24])=[CH:20][CH:19]=3)[N:10]=2)[CH2:5][CH2:4]1)[CH3:2]. (5) Given the reactants C(=O)([O-])[O-].[K+].[K+].[OH:7][C:8]1[CH:12]=[C:11]([CH3:13])[NH:10][N:9]=1.F[C:15]1[CH:20]=[CH:19][C:18]([N+:21]([O-:23])=[O:22])=[CH:17][C:16]=1[C:24]([F:27])([F:26])[F:25].Cl, predict the reaction product. The product is: [CH3:13][C:11]1[NH:10][N:9]=[C:8]([O:7][C:15]2[CH:20]=[CH:19][C:18]([N+:21]([O-:23])=[O:22])=[CH:17][C:16]=2[C:24]([F:25])([F:26])[F:27])[CH:12]=1. (6) Given the reactants [F:1][C:2]1[C:11]([F:12])=[C:10]2[C:5]([CH:6]=[CH:7][CH:8]([CH2:13][CH2:14]C)[O:9]2)=[CH:4][C:3]=1[CH:16]1[CH2:21][CH2:20][CH:19]([CH2:22][CH2:23]CCC)[CH2:18][CH2:17]1, predict the reaction product. The product is: [CH2:13]([CH:8]1[CH2:7][CH2:6][C:5]2[C:10](=[C:11]([F:12])[C:2]([F:1])=[C:3]([CH:16]3[CH2:21][CH2:20][CH:19]([CH2:22][CH3:23])[CH2:18][CH2:17]3)[CH:4]=2)[O:9]1)[CH3:14]. (7) Given the reactants [CH3:1][C:2]([NH:25]C(=O)OC(C)(C)C)([CH3:24])[C:3]([NH:5][C:6]1[CH:7]=[N:8][C:9]([O:12][C:13]2[CH:22]=[CH:21][CH:20]=[C:19]3[C:14]=2[CH:15]([CH3:23])[CH2:16][CH2:17][O:18]3)=[CH:10][CH:11]=1)=[O:4].C(O)(C(F)(F)F)=O, predict the reaction product. The product is: [NH2:25][C:2]([CH3:1])([CH3:24])[C:3]([NH:5][C:6]1[CH:7]=[N:8][C:9]([O:12][C:13]2[CH:22]=[CH:21][CH:20]=[C:19]3[C:14]=2[CH:15]([CH3:23])[CH2:16][CH2:17][O:18]3)=[CH:10][CH:11]=1)=[O:4].